From a dataset of Catalyst prediction with 721,799 reactions and 888 catalyst types from USPTO. Predict which catalyst facilitates the given reaction. (1) Reactant: [Br:1][C:2]1[CH:7]=[CH:6][C:5]([OH:8])=[CH:4][N:3]=1.[H-].[Na+].[CH:11]1(I)[CH2:15][CH2:14][CH2:13][CH2:12]1.O. Product: [Br:1][C:2]1[CH:7]=[CH:6][C:5]([O:8][CH:11]2[CH2:15][CH2:14][CH2:13][CH2:12]2)=[CH:4][N:3]=1. The catalyst class is: 3. (2) Reactant: COCCOC.C(=O)([O-])[O-].[Na+].[Na+].[CH:13]1([N:18]2[CH2:23][CH2:22][CH:21]([O:24][C:25]3[N:30]=[CH:29][C:28](Br)=[CH:27][N:26]=3)[CH2:20][CH2:19]2)[CH2:17][CH2:16][CH2:15][CH2:14]1.[N:32]1([C:37]([C:39]2[CH:44]=[CH:43][C:42](B(O)O)=[CH:41][CH:40]=2)=[O:38])[CH2:36][CH2:35][CH2:34][CH2:33]1. Product: [CH:13]1([N:18]2[CH2:23][CH2:22][CH:21]([O:24][C:25]3[N:30]=[CH:29][C:28]([C:42]4[CH:41]=[CH:40][C:39]([C:37]([N:32]5[CH2:33][CH2:34][CH2:35][CH2:36]5)=[O:38])=[CH:44][CH:43]=4)=[CH:27][N:26]=3)[CH2:20][CH2:19]2)[CH2:17][CH2:16][CH2:15][CH2:14]1. The catalyst class is: 103. (3) Reactant: Cl[C:2]1[C:3]([C:22]2[CH:27]=[CH:26][C:25]([C:28]#[N:29])=[CH:24][CH:23]=2)=[N:4][C:5]([O:8][CH2:9][C@@H:10]2[CH2:14][CH2:13][N:12]([C:15]([O:17][C:18]([CH3:21])([CH3:20])[CH3:19])=[O:16])[CH2:11]2)=[N:6][CH:7]=1.[CH3:30][C:31]1[CH:36]=[CH:35][C:34](B(O)O)=[CH:33][CH:32]=1.C([O-])([O-])=O.[Na+].[Na+]. Product: [C:28]([C:25]1[CH:24]=[CH:23][C:22]([C:3]2[C:2]([C:34]3[CH:35]=[CH:36][C:31]([CH3:30])=[CH:32][CH:33]=3)=[CH:7][N:6]=[C:5]([O:8][CH2:9][C@@H:10]3[CH2:14][CH2:13][N:12]([C:15]([O:17][C:18]([CH3:20])([CH3:19])[CH3:21])=[O:16])[CH2:11]3)[N:4]=2)=[CH:27][CH:26]=1)#[N:29]. The catalyst class is: 75. (4) Reactant: Cl.[CH3:2][O:3][C:4]1[CH:13]=[C:12]2[C:7]([CH:8]=[CH:9][CH:10]=[C:11]2[CH2:14][CH2:15][NH2:16])=[CH:6][CH:5]=1.[C:17]([O-])(=[O:19])[CH3:18].[Na+].C(OC(=O)C)(=O)C.O. Product: [CH3:2][O:3][C:4]1[CH:13]=[C:12]2[C:7]([CH:8]=[CH:9][CH:10]=[C:11]2[CH2:14][CH2:15][NH:16][C:17](=[O:19])[CH3:18])=[CH:6][CH:5]=1. The catalyst class is: 8. (5) Reactant: C([O:3][C:4](=[O:31])[CH2:5][CH2:6][CH2:7][CH2:8][CH2:9][CH2:10][N:11]1[C:15]([C:16]2[CH:21]=[CH:20][C:19]([F:22])=[CH:18][CH:17]=2)=[C:14]([C:23]2[CH:28]=[CH:27][C:26]([F:29])=[CH:25][CH:24]=2)[N:13]=[C:12]1[CH3:30])C.[OH-].[Na+]. Product: [F:29][C:26]1[CH:25]=[CH:24][C:23]([C:14]2[N:13]=[C:12]([CH3:30])[N:11]([CH2:10][CH2:9][CH2:8][CH2:7][CH2:6][CH2:5][C:4]([OH:31])=[O:3])[C:15]=2[C:16]2[CH:21]=[CH:20][C:19]([F:22])=[CH:18][CH:17]=2)=[CH:28][CH:27]=1. The catalyst class is: 351. (6) Reactant: [OH-].[Na+].[CH3:3][N:4]([C:13]1[CH:14]=[C:15]([C:19]2[CH:20]=[N:21][C:22]([CH:25]=[CH:26][C:27]([O-:29])=[O:28])=[N:23][CH:24]=2)[CH:16]=[CH:17][CH:18]=1)[C:5]([NH:7][CH2:8][CH2:9][CH2:10][CH2:11][CH3:12])=[O:6]. Product: [CH3:3][N:4]([C:13]1[CH:14]=[C:15]([C:19]2[CH:20]=[N:21][C:22]([CH:25]=[CH:26][C:27]([OH:29])=[O:28])=[N:23][CH:24]=2)[CH:16]=[CH:17][CH:18]=1)[C:5]([NH:7][CH2:8][CH2:9][CH2:10][CH2:11][CH3:12])=[O:6]. The catalyst class is: 30.